This data is from Full USPTO retrosynthesis dataset with 1.9M reactions from patents (1976-2016). The task is: Predict the reactants needed to synthesize the given product. (1) Given the product [OH:41][CH:38]1[CH2:39][CH2:40][N:35]([CH:32]2[CH2:33][CH2:34][N:29]([C:27]([NH:26][C:22]3[CH:21]=[C:20]([O:19][C:18]4[CH:17]=[CH:16][C:15]([NH:14][C:12]([NH:11][C:9](=[O:10])[CH2:8][C:5]5[CH:4]=[CH:3][C:2]([F:1])=[CH:7][CH:6]=5)=[S:13])=[CH:43][CH:42]=4)[CH:25]=[CH:24][N:23]=3)=[O:28])[CH2:30][CH2:31]2)[CH2:36][CH2:37]1, predict the reactants needed to synthesize it. The reactants are: [F:1][C:2]1[CH:7]=[CH:6][C:5]([CH2:8][C:9]([N:11]=[C:12]=[S:13])=[O:10])=[CH:4][CH:3]=1.[NH2:14][C:15]1[CH:43]=[CH:42][C:18]([O:19][C:20]2[CH:25]=[CH:24][N:23]=[C:22]([NH:26][C:27]([N:29]3[CH2:34][CH2:33][CH:32]([N:35]4[CH2:40][CH2:39][CH:38]([OH:41])[CH2:37][CH2:36]4)[CH2:31][CH2:30]3)=[O:28])[CH:21]=2)=[CH:17][CH:16]=1.C12(CS(O)(=O)=O)C(C)(C)C(CC1)CC2=O. (2) Given the product [CH3:1][N:2]1[CH2:7][C@@H:6]([CH3:8])[NH:5][CH2:4][C@H:3]1[CH3:16], predict the reactants needed to synthesize it. The reactants are: [CH3:1][N:2]1[CH2:7][C@@H:6]([CH3:8])[N:5](CC2C=CC=CC=2)[CH2:4][C@H:3]1[CH3:16]. (3) Given the product [C:1]([O:5][C@@H:6]([C:10]1[C:35]([CH3:36])=[CH:34][C:13]2[N:14]=[C:15]([N:17]3[CH2:22][CH2:21][N:20]([CH3:46])[CH:19]([C:23]4[CH:24]=[C:25]5[C:29](=[CH:30][CH:31]=4)[N:28]([CH3:32])[N:27]=[CH:26]5)[C:18]3=[O:33])[S:16][C:12]=2[C:11]=1[C:37]1[CH:42]=[CH:41][C:40]([Cl:43])=[CH:39][CH:38]=1)[C:7]([OH:9])=[O:8])([CH3:4])([CH3:2])[CH3:3], predict the reactants needed to synthesize it. The reactants are: [C:1]([O:5][C@@H:6]([C:10]1[C:35]([CH3:36])=[CH:34][C:13]2[N:14]=[C:15]([N:17]3[CH2:22][CH2:21][NH:20][CH:19]([C:23]4[CH:24]=[C:25]5[C:29](=[CH:30][CH:31]=4)[N:28]([CH3:32])[N:27]=[CH:26]5)[C:18]3=[O:33])[S:16][C:12]=2[C:11]=1[C:37]1[CH:42]=[CH:41][C:40]([Cl:43])=[CH:39][CH:38]=1)[C:7]([OH:9])=[O:8])([CH3:4])([CH3:3])[CH3:2].C=O.[C:46](O)(=O)C.C([BH3-])#N.[Na+]. (4) Given the product [NH2:40][C:2]([C:28]1[CH:29]=[CH:30][C:31]([Cl:34])=[CH:32][CH:33]=1)([C:22]1[N:26]([CH3:27])[CH:25]=[N:24][N:23]=1)[C:3]1[CH:4]=[C:5]2[C:10](=[CH:11][CH:12]=1)[N:9]([CH3:13])[C:8](=[O:14])[CH:7]=[C:6]2[C:15]1[CH:20]=[CH:19][CH:18]=[C:17]([Cl:21])[CH:16]=1, predict the reactants needed to synthesize it. The reactants are: Cl[C:2]([C:28]1[CH:33]=[CH:32][C:31]([Cl:34])=[CH:30][CH:29]=1)([C:22]1[N:26]([CH3:27])[CH:25]=[N:24][N:23]=1)[C:3]1[CH:4]=[C:5]2[C:10](=[CH:11][CH:12]=1)[N:9]([CH3:13])[C:8](=[O:14])[CH:7]=[C:6]2[C:15]1[CH:20]=[CH:19][CH:18]=[C:17]([Cl:21])[CH:16]=1.C1COCC1.[NH3:40].CC(O)C. (5) Given the product [Cl:3][C:4]1[N:5]([C:16]2[CH:23]=[CH:22][CH:21]=[CH:20][C:17]=2[C:18]#[N:19])[C:6]2[C:11]([C:12]=1[CH:13]=[O:14])=[CH:10][CH:9]=[CH:8][CH:7]=2, predict the reactants needed to synthesize it. The reactants are: [H-].[Na+].[Cl:3][C:4]1[NH:5][C:6]2[C:11]([C:12]=1[CH:13]=[O:14])=[CH:10][CH:9]=[CH:8][CH:7]=2.F[C:16]1[CH:23]=[CH:22][CH:21]=[CH:20][C:17]=1[C:18]#[N:19].